Predict the product of the given reaction. From a dataset of Forward reaction prediction with 1.9M reactions from USPTO patents (1976-2016). (1) The product is: [Cl:1][C:2]1[CH:3]=[N+:4]([O-:27])[CH:5]=[C:6]([Cl:26])[C:7]=1[CH2:8][C@@H:9]([C:11]1[CH:16]=[CH:15][C:14]([O:17][CH:18]([F:20])[F:19])=[C:13]([O:21][CH2:22][CH:23]2[CH2:25][CH2:24]2)[CH:12]=1)[O:10][C:45]([C:41]1[N:40]([S:37]([C:34]2[CH:35]=[CH:36][C:31]([N+:28]([O-:30])=[O:29])=[CH:32][CH:33]=2)(=[O:38])=[O:39])[CH:44]=[CH:43][CH:42]=1)=[O:46]. Given the reactants [Cl:1][C:2]1[CH:3]=[N+:4]([O-:27])[CH:5]=[C:6]([Cl:26])[C:7]=1[CH2:8][C@@H:9]([C:11]1[CH:16]=[CH:15][C:14]([O:17][CH:18]([F:20])[F:19])=[C:13]([O:21][CH2:22][CH:23]2[CH2:25][CH2:24]2)[CH:12]=1)[OH:10].[N+:28]([C:31]1[CH:36]=[CH:35][C:34]([S:37]([N:40]2[CH:44]=[CH:43][CH:42]=[C:41]2[C:45](O)=[O:46])(=[O:39])=[O:38])=[CH:33][CH:32]=1)([O-:30])=[O:29].C(Cl)CCl, predict the reaction product. (2) Given the reactants [C-]#N.[K+].C([O:7][CH2:8][C:9]1[C:14]([F:15])=[CH:13][C:12]([S:16](=[O:23])(=[O:22])[N:17]=[CH:18][N:19]([CH3:21])[CH3:20])=[CH:11][C:10]=1[Cl:24])(=O)C, predict the reaction product. The product is: [Cl:24][C:10]1[CH:11]=[C:12]([S:16]([N:17]=[CH:18][N:19]([CH3:21])[CH3:20])(=[O:22])=[O:23])[CH:13]=[C:14]([F:15])[C:9]=1[CH2:8][OH:7]. (3) The product is: [CH3:1][O:2][C:3](=[O:14])[C:4]1[C:5](=[CH:9][CH:10]=[C:11]([F:13])[CH:12]=1)[C:6](/[N:8]=[CH:17]/[N:18]([CH3:20])[CH3:19])=[O:7]. Given the reactants [CH3:1][O:2][C:3](=[O:14])[C:4]1[C:5](=[CH:9][CH:10]=[C:11]([F:13])[CH:12]=1)[C:6]([NH2:8])=[O:7].CO[CH:17](OC)[N:18]([CH3:20])[CH3:19], predict the reaction product. (4) Given the reactants [Br:1][C:2]1[CH:3]=[C:4]([C:9](=[C:15]2[CH2:18][N:17]([CH:19]([C:26]3[CH:31]=[CH:30][CH:29]=[CH:28][CH:27]=3)[C:20]3[CH:25]=[CH:24][CH:23]=[CH:22][CH:21]=3)[CH2:16]2)[C:10]([O:12][CH2:13][CH3:14])=[O:11])[CH:5]=[C:6]([F:8])[CH:7]=1, predict the reaction product. The product is: [CH2:13]([O:12][C:10](=[O:11])[CH:9]([C:4]1[CH:5]=[C:6]([F:8])[CH:7]=[C:2]([Br:1])[CH:3]=1)[CH:15]1[CH2:18][N:17]([CH:19]([C:26]2[CH:31]=[CH:30][CH:29]=[CH:28][CH:27]=2)[C:20]2[CH:21]=[CH:22][CH:23]=[CH:24][CH:25]=2)[CH2:16]1)[CH3:14]. (5) Given the reactants [C:1]1(B(O)O)[CH:6]=[CH:5][CH:4]=[CH:3][CH:2]=1.Br[CH2:11][C:12]1[CH:13]=[C:14]([CH:17]=[CH:18][CH:19]=1)[C:15]#[N:16].C1(C)C=CC=CC=1P(C1C=CC=CC=1C)C1C=CC=CC=1C.C(=O)([O-])[O-].[Na+].[Na+], predict the reaction product. The product is: [CH2:11]([C:12]1[CH:13]=[C:14]([CH:17]=[CH:18][CH:19]=1)[C:15]#[N:16])[C:1]1[CH:6]=[CH:5][CH:4]=[CH:3][CH:2]=1. (6) Given the reactants [CH:1]1([NH:4][C:5]2[C:10]([CH3:11])=[C:9]([N:12]3[CH2:17][CH2:16][C:15](C)([CH3:18])[CH2:14][CH2:13]3)[N:8]=[C:7]([CH:20]3[CH2:22][CH2:21]3)[N:6]=2)[CH2:3][CH2:2]1.C1(NC2C(C)=C(N3CCC(C)CC3)N=C(C3CC3)N=2)CC1.C1(NC2C(C)=CN=C(C3CC3)N=2)CC1.C1(NC2C(C)=C(N3CCSCC3)N=C(C3CC3)N=2)CC1.N1(C2C3CCCNC=3N=C(C3CC3)N=2)CCCCCC1, predict the reaction product. The product is: [N:12]1([C:9]2[N:8]=[C:7]([CH:20]3[CH2:21][CH2:22]3)[N:6]=[C:5]([NH:4][CH:1]3[CH2:2][CH2:3]3)[C:10]=2[CH3:11])[CH2:17][CH2:16][CH2:18][CH2:15][CH2:14][CH2:13]1.